This data is from Peptide-MHC class I binding affinity with 185,985 pairs from IEDB/IMGT. The task is: Regression. Given a peptide amino acid sequence and an MHC pseudo amino acid sequence, predict their binding affinity value. This is MHC class I binding data. (1) The peptide sequence is LPADPASVL. The MHC is HLA-B51:01 with pseudo-sequence HLA-B51:01. The binding affinity (normalized) is 0.317. (2) The peptide sequence is STMPLVMAWR. The binding affinity (normalized) is 0.902. The MHC is HLA-A33:01 with pseudo-sequence HLA-A33:01. (3) The peptide sequence is DRLASTVIY. The MHC is HLA-A02:16 with pseudo-sequence HLA-A02:16. The binding affinity (normalized) is 0.0847.